This data is from Reaction yield outcomes from USPTO patents with 853,638 reactions. The task is: Predict the reaction yield, written as a fraction of the theoretical maximum amount of product (1.0 means a 100% yield; for example, 0.34 means a 34% yield). (1) The reactants are N[CH2:2][CH2:3][CH2:4][C:5]1([C:22]2[CH:27]=[CH:26][CH:25]=[CH:24][CH:23]=2)[N:9]([C:10](=[O:14])[CH:11]([CH3:13])[CH3:12])[N:8]=[C:7]([C:15]2[CH:20]=[CH:19][CH:18]=[C:17]([F:21])[CH:16]=2)[S:6]1.[CH2:28]=O.[C:30]([BH3-])#[N:31].[Na+]. The catalyst is CO.[Na+].[Cl-]. The product is [CH3:28][N:31]([CH3:30])[CH2:2][CH2:3][CH2:4][C:5]1([C:22]2[CH:27]=[CH:26][CH:25]=[CH:24][CH:23]=2)[N:9]([C:10](=[O:14])[CH:11]([CH3:13])[CH3:12])[N:8]=[C:7]([C:15]2[CH:20]=[CH:19][CH:18]=[C:17]([F:21])[CH:16]=2)[S:6]1. The yield is 0.300. (2) The reactants are [OH:1][CH2:2][C:3]1[O:4][C:5]2[CH:11]=[CH:10][C:9]([C:12]#[N:13])=[CH:8][C:6]=2[CH:7]=1.Cl.[NH2:15][OH:16].C(N(CC)C(C)C)(C)C. The catalyst is C(O)C. The product is [OH:16][NH:15][C:12]([C:9]1[CH:10]=[CH:11][C:5]2[O:4][C:3]([CH2:2][OH:1])=[CH:7][C:6]=2[CH:8]=1)=[NH:13]. The yield is 0.760. (3) The reactants are C(N[C:10]1[C:11]2[N:12]=[CH:13][N:14]([C:31]=2[N:32]=[CH:33][N:34]=1)[C@@H]1O[C@H](COC(=O)C)[C@@H](OC(=O)C)[C@H]1OC)(=O)C1C=CC=CC=1.C(Cl)(=O)C(C)C.C(O)C. The catalyst is N1C=CC=CC=1.ClCCl. The product is [N:34]1[CH:10]=[C:11]2[C:31]([N:14]=[CH:13][NH:12]2)=[N:32][CH:33]=1. The yield is 0.970.